This data is from Merck oncology drug combination screen with 23,052 pairs across 39 cell lines. The task is: Regression. Given two drug SMILES strings and cell line genomic features, predict the synergy score measuring deviation from expected non-interaction effect. (1) Drug 1: CCC1(O)C(=O)OCc2c1cc1n(c2=O)Cc2cc3c(CN(C)C)c(O)ccc3nc2-1. Drug 2: CNC(=O)c1cc(Oc2ccc(NC(=O)Nc3ccc(Cl)c(C(F)(F)F)c3)cc2)ccn1. Cell line: A375. Synergy scores: synergy=0.779. (2) Cell line: DLD1. Synergy scores: synergy=2.43. Drug 2: O=C(O)C1(Cc2cccc(Nc3nccs3)n2)CCC(Oc2cccc(Cl)c2F)CC1. Drug 1: CN1C(=O)C=CC2(C)C3CCC4(C)C(NC(=O)OCC(F)(F)F)CCC4C3CCC12.